This data is from Forward reaction prediction with 1.9M reactions from USPTO patents (1976-2016). The task is: Predict the product of the given reaction. (1) Given the reactants Br[C:2]1[CH:8]=[C:7]([O:9][CH2:10][CH3:11])[CH:6]=[CH:5][C:3]=1[NH2:4].C([Sn](CCCC)(CCCC)[C:17]1[O:18][CH:19]=[CH:20][CH:21]=1)CCC, predict the reaction product. The product is: [CH2:10]([O:9][C:7]1[CH:6]=[CH:5][C:3]([NH2:4])=[C:2]([C:17]2[O:18][CH:19]=[CH:20][CH:21]=2)[CH:8]=1)[CH3:11]. (2) Given the reactants [CH2:1]1[C:6]2[NH:7][C:8]3[C:13]([C:5]=2[CH2:4][CH2:3][N:2]1[CH:14]([CH3:19])[C:15]([O:17]C)=[O:16])=[CH:12][CH:11]=[CH:10][CH:9]=3.C1COCC1.CO.O.[OH-].[Li+], predict the reaction product. The product is: [CH2:1]1[C:6]2[NH:7][C:8]3[C:13]([C:5]=2[CH2:4][CH2:3][N:2]1[CH:14]([CH3:19])[C:15]([OH:17])=[O:16])=[CH:12][CH:11]=[CH:10][CH:9]=3. (3) The product is: [Cl:1][C:2]1[CH:3]=[CH:4][C:5]([O:12][CH2:14][C:15]([N:17]2[CH:18]3[CH2:25][N:24]([CH2:26][C:27]4[CH:32]=[CH:31][C:30]([F:33])=[CH:29][CH:28]=4)[CH2:23][CH:22]2[CH2:21][O:20][CH2:19]3)=[O:16])=[C:6]([NH:8][C:9](=[O:11])[CH3:10])[CH:7]=1. Given the reactants [Cl:1][C:2]1[CH:3]=[CH:4][C:5]([OH:12])=[C:6]([NH:8][C:9](=[O:11])[CH3:10])[CH:7]=1.Cl[CH2:14][C:15]([N:17]1[CH:22]2[CH2:23][N:24]([CH2:26][C:27]3[CH:32]=[CH:31][C:30]([F:33])=[CH:29][CH:28]=3)[CH2:25][CH:18]1[CH2:19][O:20][CH2:21]2)=[O:16].[OH-].[Na+], predict the reaction product. (4) Given the reactants Br[C:2]1[C:10]2[N:9]=[C:8]([CH3:11])[N:7]([CH2:12][C:13]3[CH:18]=[CH:17][CH:16]=[CH:15][C:14]=3[Cl:19])[C:6]=2[CH:5]=[C:4]([N:20]2[CH2:25][CH2:24][O:23][CH2:22][CH2:21]2)[CH:3]=1.C[O:27][B:28](OC)[O:29]C, predict the reaction product. The product is: [Cl:19][C:14]1[CH:15]=[CH:16][CH:17]=[CH:18][C:13]=1[CH2:12][N:7]1[C:6]2[CH:5]=[C:4]([N:20]3[CH2:25][CH2:24][O:23][CH2:22][CH2:21]3)[CH:3]=[C:2]([B:28]([OH:29])[OH:27])[C:10]=2[N:9]=[C:8]1[CH3:11]. (5) The product is: [CH3:55][N:54]([CH2:56][CH2:57][N:12]1[CH:13]=[C:9]([B:4]2[O:5][C:6]([CH3:7])([CH3:8])[C:2]([CH3:14])([CH3:1])[O:3]2)[CH:10]=[N:11]1)[C:53](=[O:59])[O:52][C:48]([CH3:49])([CH3:51])[CH3:50]. Given the reactants [CH3:1][C:2]1([CH3:14])[C:6]([CH3:8])([CH3:7])[O:5][B:4]([C:9]2[CH:10]=[N:11][NH:12][CH:13]=2)[O:3]1.CC(OC(/N=N/C(OC(C)C)=O)=O)C.C1(P(C2C=CC=CC=2)C2C=CC=CC=2)C=CC=CC=1.[C:48]([O:52][C:53](=[O:59])[N:54]([CH2:56][CH2:57]O)[CH3:55])([CH3:51])([CH3:50])[CH3:49], predict the reaction product. (6) Given the reactants Cl.[CH2:2]([N:4]([C@H:17]1[CH2:21][CH2:20][NH:19][CH2:18]1)[C:5]1[CH:12]=[CH:11][C:8]([C:9]#[N:10])=[C:7]([C:13]([F:16])([F:15])[F:14])[CH:6]=1)[CH3:3].[Cl:22][C:23]1[N:28]=[C:27](Cl)[CH:26]=[CH:25][N:24]=1.CCN(C(C)C)C(C)C, predict the reaction product. The product is: [Cl:22][C:23]1[N:28]=[C:27]([N:19]2[CH2:20][CH2:21][C@H:17]([N:4]([CH2:2][CH3:3])[C:5]3[CH:12]=[CH:11][C:8]([C:9]#[N:10])=[C:7]([C:13]([F:15])([F:14])[F:16])[CH:6]=3)[CH2:18]2)[CH:26]=[CH:25][N:24]=1. (7) Given the reactants [OH-].[Na+].[Cl:3][C:4]1[CH:5]=[C:6]([C:14]2[O:18][N:17]=[C:16]([C:19]3[CH:24]=[N:23][CH:22]=[C:21]4[N:25]([CH2:28][CH2:29][C:30]([O:32]CC)=[O:31])[CH:26]=[CH:27][C:20]=34)[N:15]=2)[CH:7]=[CH:8][C:9]=1[O:10][CH:11]([CH3:13])[CH3:12], predict the reaction product. The product is: [Cl:3][C:4]1[CH:5]=[C:6]([C:14]2[O:18][N:17]=[C:16]([C:19]3[CH:24]=[N:23][CH:22]=[C:21]4[N:25]([CH2:28][CH2:29][C:30]([OH:32])=[O:31])[CH:26]=[CH:27][C:20]=34)[N:15]=2)[CH:7]=[CH:8][C:9]=1[O:10][CH:11]([CH3:13])[CH3:12]. (8) Given the reactants [OH:1][C:2]1[CH:10]=[C:9]2[C:5]([C:6]([C:21]([NH:23][CH2:24][C:25]3[CH:26]=[N:27][C:28]([C:31]([F:34])([F:33])[F:32])=[CH:29][CH:30]=3)=[O:22])=[C:7]([CH:18]([CH3:20])[CH3:19])[N:8]2[CH2:11][C:12]2[CH:17]=[CH:16][CH:15]=[CH:14][N:13]=2)=[CH:4][CH:3]=1.[CH:35]1(I)[CH2:39][CH2:38][CH2:37][CH2:36]1, predict the reaction product. The product is: [CH:35]1([O:1][C:2]2[CH:10]=[C:9]3[C:5]([C:6]([C:21]([NH:23][CH2:24][C:25]4[CH:26]=[N:27][C:28]([C:31]([F:34])([F:33])[F:32])=[CH:29][CH:30]=4)=[O:22])=[C:7]([CH:18]([CH3:19])[CH3:20])[N:8]3[CH2:11][C:12]3[CH:17]=[CH:16][CH:15]=[CH:14][N:13]=3)=[CH:4][CH:3]=2)[CH2:39][CH2:38][CH2:37][CH2:36]1. (9) The product is: [CH2:19]([N:11]([C:9]([O:8][CH2:1][C:2]1[CH:3]=[CH:4][CH:5]=[CH:6][CH:7]=1)=[O:10])[CH2:12][CH2:13][C:14]([OH:16])=[O:15])[C:20]1[CH:25]=[CH:24][CH:23]=[CH:22][CH:21]=1. Given the reactants [CH2:1]([O:8][C:9]([NH:11][CH2:12][CH2:13][C:14]([OH:16])=[O:15])=[O:10])[C:2]1[CH:7]=[CH:6][CH:5]=[CH:4][CH:3]=1.[H-].[Na+].[CH2:19](Br)[C:20]1[CH:25]=[CH:24][CH:23]=[CH:22][CH:21]=1, predict the reaction product.